From a dataset of Catalyst prediction with 721,799 reactions and 888 catalyst types from USPTO. Predict which catalyst facilitates the given reaction. (1) Reactant: [NH2:1][C:2]1[C:10]2[C:5](=[N:6][CH:7]=[C:8]([C:11]([O:13]CC)=[O:12])[CH:9]=2)[S:4][C:3]=1[C:16](=[O:29])[NH:17][C:18]1[S:19][C:20]([C:23]2[CH:28]=[CH:27][CH:26]=[CH:25][CH:24]=2)=[N:21][N:22]=1.[Li+].[OH-].O. Product: [NH2:1][C:2]1[C:10]2[C:5](=[N:6][CH:7]=[C:8]([C:11]([OH:13])=[O:12])[CH:9]=2)[S:4][C:3]=1[C:16](=[O:29])[NH:17][C:18]1[S:19][C:20]([C:23]2[CH:24]=[CH:25][CH:26]=[CH:27][CH:28]=2)=[N:21][N:22]=1. The catalyst class is: 1. (2) Product: [Cl:1][C:2]1[C:3]([CH3:15])=[CH:4][C:5]([N+:12]([O-:14])=[O:13])=[C:6]([NH2:8])[CH:7]=1. Reactant: [Cl:1][C:2]1[C:3]([CH3:15])=[CH:4][C:5]([N+:12]([O-:14])=[O:13])=[C:6]([NH:8]C(=O)C)[CH:7]=1.C[O-].[Na+]. The catalyst class is: 24. (3) Reactant: [F:1][C:2]1[CH:7]=[C:6]([N+:8]([O-:10])=[O:9])[CH:5]=[CH:4][C:3]=1[CH2:11][C:12]([OH:14])=[O:13].C(OC(O[C:18]([CH3:21])([CH3:20])[CH3:19])=O)(O[C:18]([CH3:21])([CH3:20])[CH3:19])=O.C(=O)([O-])O.[Na+]. Product: [F:1][C:2]1[CH:7]=[C:6]([N+:8]([O-:10])=[O:9])[CH:5]=[CH:4][C:3]=1[CH2:11][C:12]([O:14][C:18]([CH3:21])([CH3:20])[CH3:19])=[O:13]. The catalyst class is: 107.